Dataset: Catalyst prediction with 721,799 reactions and 888 catalyst types from USPTO. Task: Predict which catalyst facilitates the given reaction. Reactant: [CH2:1]([C:5]1[CH:12]=[CH:11][C:8]([CH2:9]O)=[CH:7][CH:6]=1)[CH:2]([CH3:4])[CH3:3].P(Br)(Br)[Br:14]. Product: [CH2:1]([C:5]1[CH:12]=[CH:11][C:8]([CH2:9][Br:14])=[CH:7][CH:6]=1)[CH:2]([CH3:4])[CH3:3]. The catalyst class is: 48.